This data is from Peptide-MHC class I binding affinity with 185,985 pairs from IEDB/IMGT. The task is: Regression. Given a peptide amino acid sequence and an MHC pseudo amino acid sequence, predict their binding affinity value. This is MHC class I binding data. (1) The peptide sequence is DRFGLAESLL. The MHC is Mamu-B03 with pseudo-sequence Mamu-B03. The binding affinity (normalized) is 0.205. (2) The peptide sequence is RVFDKADGK. The MHC is HLA-B58:01 with pseudo-sequence HLA-B58:01. The binding affinity (normalized) is 0.0847. (3) The peptide sequence is HSNLTETFR. The MHC is HLA-A33:01 with pseudo-sequence HLA-A33:01. The binding affinity (normalized) is 0.852. (4) The binding affinity (normalized) is 1.00. The MHC is HLA-A02:01 with pseudo-sequence HLA-A02:01. The peptide sequence is LMDENTYAM. (5) The peptide sequence is TVAYFNMVY. The MHC is HLA-A68:01 with pseudo-sequence HLA-A68:01. The binding affinity (normalized) is 0.600.